Dataset: Reaction yield outcomes from USPTO patents with 853,638 reactions. Task: Predict the reaction yield, written as a fraction of the theoretical maximum amount of product (1.0 means a 100% yield; for example, 0.34 means a 34% yield). (1) The reactants are C([O:8][C@H:9]1[CH2:14][CH2:13][CH2:12][CH2:11][C@@H:10]1[NH:15][C:16]1[CH:24]=[C:23]([N:25]2[C:33]3[CH2:32][C:31]([CH3:35])([CH3:34])[CH2:30][C:29](=[O:36])[C:28]=3[C:27]([C:37]([F:40])([F:39])[F:38])=[N:26]2)[CH:22]=[CH:21][C:17]=1[C:18]([NH2:20])=[O:19])C1C=CC=CC=1. The catalyst is CO.[Pd]. The product is [CH3:34][C:31]1([CH3:35])[CH2:32][C:33]2[N:25]([C:23]3[CH:22]=[CH:21][C:17]([C:18]([NH2:20])=[O:19])=[C:16]([NH:15][C@H:10]4[CH2:11][CH2:12][CH2:13][CH2:14][C@@H:9]4[OH:8])[CH:24]=3)[N:26]=[C:27]([C:37]([F:39])([F:40])[F:38])[C:28]=2[C:29](=[O:36])[CH2:30]1. The yield is 0.550. (2) The reactants are C(Cl)(=O)C(Cl)=O.CS(C)=O.[CH3:11][O:12][C:13](=[O:20])[C:14]([CH3:19])([CH3:18])[CH2:15][CH2:16][OH:17].C(N(CC)CC)C. The catalyst is ClCCl.O. The product is [CH3:11][O:12][C:13](=[O:20])[C:14]([CH3:19])([CH3:18])[CH2:15][CH:16]=[O:17]. The yield is 0.810. (3) The reactants are [CH3:1][C:2]1([CH3:24])[O:6][C@H:5]2[C@H:7]([N:14]3[C:18]4[N:19]=[CH:20][N:21]=[C:22]([CH3:23])[C:17]=4[CH:16]=[CH:15]3)[O:8][C@@H:9]([CH:10]([OH:13])[C:11]#[CH:12])[C@H:4]2[O:3]1.CC(OI1(OC(C)=O)(OC(C)=O)OC(=O)C2C=CC=CC1=2)=O. The product is [CH3:1][C:2]1([CH3:24])[O:6][C@H:5]2[C@H:7]([N:14]3[C:18]4[N:19]=[CH:20][N:21]=[C:22]([CH3:23])[C:17]=4[CH:16]=[CH:15]3)[O:8][C@@H:9]([C:10](=[O:13])[C:11]#[CH:12])[C@H:4]2[O:3]1. The yield is 0.530. The catalyst is C(Cl)Cl. (4) The reactants are [NH2:1][C:2]1[C:7]([CH:8]=O)=[CH:6][CH:5]=[CH:4][N:3]=1.Cl.[NH2:11][OH:12]. The catalyst is N1C=CC=CC=1. The product is [NH2:1][C:2]1[C:7]([CH:8]=[N:11][OH:12])=[CH:6][CH:5]=[CH:4][N:3]=1. The yield is 0.850. (5) The reactants are [Cl:1][C:2]1[C:7]([Cl:8])=[CH:6][C:5]([NH:9][C:10]2[C:19]3[C:14](=[CH:15][C:16]([O:23][CH2:24][CH2:25][O:26][CH2:27][CH2:28][OH:29])=[C:17]([N+:20]([O-:22])=[O:21])[CH:18]=3)[N:13]=[CH:12][N:11]=2)=[C:4]([F:30])[CH:3]=1.C(N(CC)CC)C.[CH3:38][S:39](Cl)(=[O:41])=[O:40]. The catalyst is ClCCl. The product is [Cl:1][C:2]1[C:7]([Cl:8])=[CH:6][C:5]([NH:9][C:10]2[C:19]3[C:14](=[CH:15][C:16]([O:23][CH2:24][CH2:25][O:26][CH2:27][CH2:28][O:29][S:39]([CH3:38])(=[O:41])=[O:40])=[C:17]([N+:20]([O-:22])=[O:21])[CH:18]=3)[N:13]=[CH:12][N:11]=2)=[C:4]([F:30])[CH:3]=1. The yield is 0.290.